Dataset: Experimentally validated miRNA-target interactions with 360,000+ pairs, plus equal number of negative samples. Task: Binary Classification. Given a miRNA mature sequence and a target amino acid sequence, predict their likelihood of interaction. (1) The miRNA is hsa-miR-625-5p with sequence AGGGGGAAAGUUCUAUAGUCC. The protein sequence of the target gene is MAAAAVVVPAEWIKNWEKSGRGEFLHLCRILSENKSHDSSTYRDFQQALYELSYHVIKGNLKHEQASSVLNDISEFREDMPSILADVFCILDIETNCLEEKSKRDYFTQLVLACLYLVSDTVLKERLDPETLESLGLIKQSQQFNQKSVKIKTKLFYKQQKFNLLREENEGYAKLIAELGQDLSGNITSDLILENIKSLIGCFNLDPNRVLDVILEVFECRPEHDDFFISLLESYMSMCEPQTLCHILGFKFKFYQEPSGETPSSLYRVAAVLLQFNLIDLDDLYVHLLPADNCIMDEYK.... Result: 0 (no interaction). (2) The miRNA is hsa-miR-3119 with sequence UGGCUUUUAACUUUGAUGGC. The protein sequence of the target gene is MRRGALLAGALAAYAAYLVLGALLVARLEGPHEARLRAELETLRAQLLQRSPCVAAPALDAFVERVLAAGRLGRVVLANASGSANASDPAWDFASALFFASTLITTVGYGYTTPLTDAGKAFSIAFALLGVPTTMLLLTASAQRLSLLLTHVPLSWLSMRWGWDPRRAACWHLVALLGVVVTVCFLVPAVIFAHLEEAWSFLDAFYFCFISLSTIGLGDYVPGEAPGQPYRALYKVLVTVYLFLGLVAMVLVLQTFRHVSDLHGLTELILLPPPCPASFNADEDDRVDILGPQPESHQQL.... Result: 1 (interaction).